Dataset: Forward reaction prediction with 1.9M reactions from USPTO patents (1976-2016). Task: Predict the product of the given reaction. (1) Given the reactants C1(OC(=S)O[CH:10]([C:17]2[CH:22]=[CH:21][C:20]([C:23]#[N:24])=[C:19]([F:25])[CH:18]=2)[C:11]2[CH:12]=[N:13][CH:14]=[CH:15][CH:16]=2)C=CC=CC=1.CC(N=NC(C#N)(C)C)(C#N)C.C([SnH](CCCC)CCCC)CCC, predict the reaction product. The product is: [F:25][C:19]1[CH:18]=[C:17]([CH2:10][C:11]2[CH:12]=[N:13][CH:14]=[CH:15][CH:16]=2)[CH:22]=[CH:21][C:20]=1[C:23]#[N:24]. (2) Given the reactants [CH2:1]([O:3][C:4](=[O:35])[C:5]([N:7]([CH2:19][C:20]1[CH:25]=[CH:24][C:23]([C:26]2[CH:31]=[CH:30][C:29]([C:32](O)=[O:33])=[CH:28][CH:27]=2)=[CH:22][CH:21]=1)[CH2:8][C:9]1[CH:14]=[CH:13][C:12]([C:15]([F:18])([F:17])[F:16])=[CH:11][CH:10]=1)=[O:6])[CH3:2].C1C=CC2N(O)N=NC=2C=1.[CH2:46]([NH2:54])[CH2:47][CH2:48][CH2:49][CH2:50][CH2:51][CH2:52][CH3:53].Cl, predict the reaction product. The product is: [CH2:1]([O:3][C:4](=[O:35])[C:5]([N:7]([CH2:19][C:20]1[CH:21]=[CH:22][C:23]([C:26]2[CH:31]=[CH:30][C:29]([C:32]([NH:54][CH2:46][CH2:47][CH2:48][CH2:49][CH2:50][CH2:51][CH2:52][CH3:53])=[O:33])=[CH:28][CH:27]=2)=[CH:24][CH:25]=1)[CH2:8][C:9]1[CH:14]=[CH:13][C:12]([C:15]([F:17])([F:16])[F:18])=[CH:11][CH:10]=1)=[O:6])[CH3:2].